Dataset: Catalyst prediction with 721,799 reactions and 888 catalyst types from USPTO. Task: Predict which catalyst facilitates the given reaction. Reactant: [CH3:1][O:2][C:3]1[CH:8]=[CH:7][C:6]([C:9]2[C:14]([CH3:15])=[C:13]([C:16]([F:19])([F:18])[F:17])[N:12]3[N:20]=[CH:21][C:22]([C:23](O)=[O:24])=[C:11]3[N:10]=2)=[CH:5][CH:4]=1.CN(C(ON1N=NC2C=CC=NC1=2)=[N+](C)C)C.F[P-](F)(F)(F)(F)F.CCN(C(C)C)C(C)C.[CH3:59][C@H:60]1[NH:65][CH2:64][CH2:63][N:62]([C@H:66]([C:71]2[CH:76]=[CH:75][CH:74]=[CH:73][CH:72]=2)[C:67]([F:70])([F:69])[F:68])[CH2:61]1. Product: [CH3:1][O:2][C:3]1[CH:8]=[CH:7][C:6]([C:9]2[C:14]([CH3:15])=[C:13]([C:16]([F:19])([F:17])[F:18])[N:12]3[N:20]=[CH:21][C:22]([C:23]([N:65]4[CH2:64][CH2:63][N:62]([C@H:66]([C:71]5[CH:76]=[CH:75][CH:74]=[CH:73][CH:72]=5)[C:67]([F:68])([F:70])[F:69])[CH2:61][C@H:60]4[CH3:59])=[O:24])=[C:11]3[N:10]=2)=[CH:5][CH:4]=1. The catalyst class is: 25.